This data is from Full USPTO retrosynthesis dataset with 1.9M reactions from patents (1976-2016). The task is: Predict the reactants needed to synthesize the given product. Given the product [CH2:1]([O:3][C:4](=[O:16])[CH2:5][N:6]1[C:14]2[C:9](=[CH:10][CH:11]=[C:12]([O:15][CH2:30][CH2:29][CH2:28][C:27]#[C:26][C:22]3[CH:23]=[CH:24][CH:25]=[C:20]([O:19][C:18]([F:17])([F:32])[F:33])[CH:21]=3)[CH:13]=2)[CH:8]=[CH:7]1)[CH3:2], predict the reactants needed to synthesize it. The reactants are: [CH2:1]([O:3][C:4](=[O:16])[CH2:5][N:6]1[C:14]2[C:9](=[CH:10][CH:11]=[C:12]([OH:15])[CH:13]=2)[CH:8]=[CH:7]1)[CH3:2].[F:17][C:18]([F:33])([F:32])[O:19][C:20]1[CH:21]=[C:22]([C:26]#[C:27][CH2:28][CH2:29][CH2:30]O)[CH:23]=[CH:24][CH:25]=1.CN(C)C(N=NC(N(C)C)=O)=O.C(P(CCCC)CCCC)CCC.